This data is from NCI-60 drug combinations with 297,098 pairs across 59 cell lines. The task is: Regression. Given two drug SMILES strings and cell line genomic features, predict the synergy score measuring deviation from expected non-interaction effect. (1) Drug 1: CNC(=O)C1=CC=CC=C1SC2=CC3=C(C=C2)C(=NN3)C=CC4=CC=CC=N4. Drug 2: CC(CN1CC(=O)NC(=O)C1)N2CC(=O)NC(=O)C2. Cell line: BT-549. Synergy scores: CSS=6.58, Synergy_ZIP=-2.13, Synergy_Bliss=1.33, Synergy_Loewe=-0.195, Synergy_HSA=-0.241. (2) Drug 1: CC(C1=C(C=CC(=C1Cl)F)Cl)OC2=C(N=CC(=C2)C3=CN(N=C3)C4CCNCC4)N. Drug 2: C1CN1P(=S)(N2CC2)N3CC3. Cell line: HOP-92. Synergy scores: CSS=7.24, Synergy_ZIP=-4.53, Synergy_Bliss=-8.34, Synergy_Loewe=-6.63, Synergy_HSA=-6.52. (3) Drug 1: CN(CC1=CN=C2C(=N1)C(=NC(=N2)N)N)C3=CC=C(C=C3)C(=O)NC(CCC(=O)O)C(=O)O. Drug 2: C1=NC2=C(N1)C(=S)N=CN2. Cell line: OVCAR3. Synergy scores: CSS=77.3, Synergy_ZIP=-4.88, Synergy_Bliss=-6.56, Synergy_Loewe=-4.27, Synergy_HSA=-0.203.